Dataset: NCI-60 drug combinations with 297,098 pairs across 59 cell lines. Task: Regression. Given two drug SMILES strings and cell line genomic features, predict the synergy score measuring deviation from expected non-interaction effect. Drug 1: CCC1=CC2CC(C3=C(CN(C2)C1)C4=CC=CC=C4N3)(C5=C(C=C6C(=C5)C78CCN9C7C(C=CC9)(C(C(C8N6C)(C(=O)OC)O)OC(=O)C)CC)OC)C(=O)OC.C(C(C(=O)O)O)(C(=O)O)O. Drug 2: C1=CC=C(C=C1)NC(=O)CCCCCCC(=O)NO. Cell line: HOP-92. Synergy scores: CSS=38.1, Synergy_ZIP=-11.4, Synergy_Bliss=-4.28, Synergy_Loewe=-3.66, Synergy_HSA=-0.522.